From a dataset of Peptide-MHC class I binding affinity with 185,985 pairs from IEDB/IMGT. Regression. Given a peptide amino acid sequence and an MHC pseudo amino acid sequence, predict their binding affinity value. This is MHC class I binding data. (1) The peptide sequence is FKRKGGIGGY. The MHC is HLA-B42:01 with pseudo-sequence HLA-B42:01. The binding affinity (normalized) is 0. (2) The peptide sequence is HDHHFTPQI. The MHC is HLA-A24:02 with pseudo-sequence HLA-A24:02. The binding affinity (normalized) is 0. (3) The MHC is HLA-A69:01 with pseudo-sequence HLA-A69:01. The binding affinity (normalized) is 0.0847. The peptide sequence is QRHPNFPSK.